From a dataset of Catalyst prediction with 721,799 reactions and 888 catalyst types from USPTO. Predict which catalyst facilitates the given reaction. (1) Product: [Cl:1][C:2]1[C:3]([CH:18]=[CH2:19])=[C:4]([NH:10][CH:11]([CH:15]([OH:17])[CH3:16])[C:12]([NH:29][NH:28][C:26](=[O:27])[C:25]2[CH:24]=[CH:23][C:22]([C:20]#[N:21])=[CH:31][CH:30]=2)=[O:14])[CH:5]=[CH:6][C:7]=1[C:8]#[N:9]. The catalyst class is: 1. Reactant: [Cl:1][C:2]1[C:3]([CH:18]=[CH2:19])=[C:4]([NH:10][CH:11]([CH:15]([OH:17])[CH3:16])[C:12]([OH:14])=O)[CH:5]=[CH:6][C:7]=1[C:8]#[N:9].[C:20]([C:22]1[CH:31]=[CH:30][C:25]([C:26]([NH:28][NH2:29])=[O:27])=[CH:24][CH:23]=1)#[N:21].OC1C2N=NNC=2C=CC=1.Cl.CN(C)CCCN=C=NCC. (2) Reactant: [CH3:1][C@H:2]1[CH2:6][CH2:5][CH2:4][N:3]1[C:7]([C:9]1[N:17]2[C:12]([CH2:13][O:14][CH2:15][CH2:16]2)=[C:11]([C:18](O)=[O:19])[CH:10]=1)=[O:8].ON1C2C=CC=CC=2N=N1.Cl.C(N=C=NCCCN(C)C)C.[F:43][C:44]([F:56])([F:55])[C:45]1[CH:50]=[CH:49][C:48]([C@H:51]([NH2:54])[CH2:52][CH3:53])=[CH:47][CH:46]=1. Product: [F:43][C:44]([F:55])([F:56])[C:45]1[CH:46]=[CH:47][C:48]([C@H:51]([NH:54][C:18]([C:11]2[CH:10]=[C:9]([C:7]([N:3]3[CH2:4][CH2:5][CH2:6][C@@H:2]3[CH3:1])=[O:8])[N:17]3[CH2:16][CH2:15][O:14][CH2:13][C:12]=23)=[O:19])[CH2:52][CH3:53])=[CH:49][CH:50]=1. The catalyst class is: 9. (3) Reactant: [CH3:1][O:2][C:3](=[O:22])[CH2:4][C:5]1[C:14]([CH2:15][CH3:16])=[C:13]([O:17]C(=O)C)[C:12]2[C:7](=[CH:8][CH:9]=[C:10]([F:21])[CH:11]=2)[CH:6]=1.C[O-].[Na+].Cl. Product: [CH3:1][O:2][C:3](=[O:22])[CH2:4][C:5]1[C:14]([CH2:15][CH3:16])=[C:13]([OH:17])[C:12]2[C:7](=[CH:8][CH:9]=[C:10]([F:21])[CH:11]=2)[CH:6]=1. The catalyst class is: 5. (4) Reactant: [Cl:1][C:2]1[CH:11]=[CH:10][CH:9]=[C:8]2[C:3]=1[CH2:4][CH2:5][CH2:6][N:7]2[C:12]1[C:16]2[CH2:17][N:18]([C:21](=[O:23])[CH3:22])[CH2:19][CH2:20][C:15]=2[N:14]([C@H:24]2[CH2:28][CH2:27][O:26][CH2:25]2)[N:13]=1.[Br:29]N1C(=O)CCC1=O. Product: [Br:29][C:11]1[C:2]([Cl:1])=[C:3]2[C:8](=[CH:9][CH:10]=1)[N:7]([C:12]1[C:16]3[CH2:17][N:18]([C:21](=[O:23])[CH3:22])[CH2:19][CH2:20][C:15]=3[N:14]([C@H:24]3[CH2:28][CH2:27][O:26][CH2:25]3)[N:13]=1)[CH2:6][CH2:5][CH2:4]2. The catalyst class is: 2. (5) Reactant: Br[CH2:2][C:3](=O)[CH2:4][C@@H:5]1[CH2:10][CH2:9][CH2:8][CH2:7][N:6]1C(OC(C)(C)C)=O.C(Cl)Cl.[F:22][C:23]1[CH:24]=[C:25]([CH2:30][O:31][CH3:32])[C:26]([NH2:29])=[N:27][CH:28]=1. Product: [F:22][C:23]1[CH:24]=[C:25]([CH2:30][O:31][CH3:32])[C:26]2[N:27]([CH:2]=[C:3]([CH2:4][C@@H:5]3[CH2:10][CH2:9][CH2:8][CH2:7][NH:6]3)[N:29]=2)[CH:28]=1. The catalyst class is: 3. (6) Reactant: [BH4-].[Na+].[Cl-].[Ca+2].[Cl-].[CH2:6]([C@H:13]1[N:18]([C:19]([C:21]2[N:22]=[CH:23][N:24]([C@H:32]3[CH2:37][CH2:36][CH2:35][CH2:34][C:33]3([CH2:39][C:40](OCC)=[O:41])[OH:38])[C:25]=2[C:26]2[CH:31]=[CH:30][CH:29]=[CH:28][CH:27]=2)=[O:20])[CH2:17][CH2:16][N:15]([C:45]([O:47][C:48]([CH3:51])([CH3:50])[CH3:49])=[O:46])[CH2:14]1)[C:7]1[CH:12]=[CH:11][CH:10]=[CH:9][CH:8]=1.O. Product: [CH2:6]([C@H:13]1[N:18]([C:19]([C:21]2[N:22]=[CH:23][N:24]([C@H:32]3[CH2:37][CH2:36][CH2:35][CH2:34][C:33]3([OH:38])[CH2:39][CH2:40][OH:41])[C:25]=2[C:26]2[CH:31]=[CH:30][CH:29]=[CH:28][CH:27]=2)=[O:20])[CH2:17][CH2:16][N:15]([C:45]([O:47][C:48]([CH3:51])([CH3:50])[CH3:49])=[O:46])[CH2:14]1)[C:7]1[CH:12]=[CH:11][CH:10]=[CH:9][CH:8]=1. The catalyst class is: 353. (7) The catalyst class is: 3. Product: [Br:1][C:2]1[CH:7]=[CH:6][C:5](/[C:8](=[N:22]\[O:23][CH2:24][CH3:25])/[CH:9]2[CH2:10][CH2:11][N:12]([C:15]3([CH3:21])[CH2:20][CH2:19][N:18]([C:36]([C:29]4[C:30]5[C:35](=[CH:34][CH:33]=[CH:32][CH:31]=5)[N:26]=[CH:27][CH:28]=4)=[O:37])[CH2:17][CH2:16]3)[CH2:13][CH2:14]2)=[CH:4][CH:3]=1. Reactant: [Br:1][C:2]1[CH:7]=[CH:6][C:5](/[C:8](=[N:22]\[O:23][CH2:24][CH3:25])/[CH:9]2[CH2:14][CH2:13][N:12]([C:15]3([CH3:21])[CH2:20][CH2:19][NH:18][CH2:17][CH2:16]3)[CH2:11][CH2:10]2)=[CH:4][CH:3]=1.[N:26]1[C:35]2[C:30](=[CH:31][CH:32]=[CH:33][CH:34]=2)[C:29]([C:36](O)=[O:37])=[CH:28][CH:27]=1.CCN(CC)CC.CN(C(ON1N=NC2C=CC=NC1=2)=[N+](C)C)C.F[P-](F)(F)(F)(F)F. (8) Reactant: F[C:2]1[CH:12]=[CH:11][C:5]([C:6]([O:8][CH2:9][CH3:10])=[O:7])=[CH:4][CH:3]=1.Cl.[NH:14]1[CH2:17][CH:16]([OH:18])[CH2:15]1.C(=O)([O-])[O-].[K+].[K+]. Product: [OH:18][CH:16]1[CH2:17][N:14]([C:2]2[CH:12]=[CH:11][C:5]([C:6]([O:8][CH2:9][CH3:10])=[O:7])=[CH:4][CH:3]=2)[CH2:15]1. The catalyst class is: 148. (9) Reactant: FC(F)(F)C(O)=O.[F:8][C:9]1[CH:27]=[C:26]([S:28]([CH3:31])(=[O:30])=[O:29])[C:25]([F:32])=[CH:24][C:10]=1[CH2:11][N:12]1[CH2:16][CH2:15][N:14]([CH:17]2[CH2:22][CH2:21][NH:20][CH2:19][CH2:18]2)[C:13]1=[O:23].C(N(C(C)C)C(C)C)C.[Cl:42][C:43]1[CH:48]=[N:47][C:46](Cl)=[CH:45][N:44]=1. Product: [Cl:42][C:43]1[N:44]=[CH:45][C:46]([N:20]2[CH2:21][CH2:22][CH:17]([N:14]3[CH2:15][CH2:16][N:12]([CH2:11][C:10]4[CH:24]=[C:25]([F:32])[C:26]([S:28]([CH3:31])(=[O:30])=[O:29])=[CH:27][C:9]=4[F:8])[C:13]3=[O:23])[CH2:18][CH2:19]2)=[N:47][CH:48]=1. The catalyst class is: 31.